This data is from Reaction yield outcomes from USPTO patents with 853,638 reactions. The task is: Predict the reaction yield, written as a fraction of the theoretical maximum amount of product (1.0 means a 100% yield; for example, 0.34 means a 34% yield). (1) The reactants are Cl[C:2]1[N:9]=[C:8]([CH3:10])[CH:7]=[CH:6][C:3]=1[C:4]#[N:5].[NH3:11]. The catalyst is C(O)C. The product is [NH2:11][C:2]1[N:9]=[C:8]([CH3:10])[CH:7]=[CH:6][C:3]=1[C:4]#[N:5]. The yield is 0.700. (2) The reactants are OC1C=CC([C@H:8]2[CH2:25][C@@:23]3([CH3:24])[C@@H:19]([CH2:20][CH2:21][C:22]3=[O:26])[C@H:18]3[C:9]2=[C:10]2[C:15]([CH2:16][CH2:17]3)=[CH:14][C:13](=[O:27])[CH2:12][CH2:11]2)=CC=1.[N-]=[N+]=[N-]. The catalyst is CCOCC. The product is [CH3:24][C@:23]12[CH2:25][CH2:8][C:9]3[C@@H:18]([CH2:17][CH2:16][C:15]4[C:10]=3[CH2:11][CH2:12][C:13](=[O:27])[CH:14]=4)[C@@H:19]1[CH2:20][CH2:21][C:22]2=[O:26]. The yield is 0.130. (3) The reactants are [C:1](O)(=[O:5])[C:2]#[C:3][CH3:4].C(Cl)(=O)OCC(C)C.CN1CCOCC1.[NH2:22][C:23]1[CH:24]=[C:25]([CH:42]=[CH:43][CH:44]=1)[O:26][C:27]1[CH:28]=[CH:29][C:30]2[N:31]([CH:33]=[C:34]([NH:36][C:37]([CH:39]3[CH2:41][CH2:40]3)=[O:38])[N:35]=2)[N:32]=1.C(=O)([O-])O.[Na+]. The catalyst is O1CCCC1.N1C=CC=CC=1.CN(C)C=O. The product is [C:1]([NH:22][C:23]1[CH:24]=[C:25]([CH:42]=[CH:43][CH:44]=1)[O:26][C:27]1[CH:28]=[CH:29][C:30]2[N:31]([CH:33]=[C:34]([NH:36][C:37]([CH:39]3[CH2:41][CH2:40]3)=[O:38])[N:35]=2)[N:32]=1)(=[O:5])[C:2]#[C:3][CH3:4]. The yield is 0.730. (4) The reactants are [Cl:1][C:2]1[CH:10]=[CH:9][C:5]([C:6](O)=[O:7])=[CH:4][C:3]=1[O:11][CH3:12].[H-].[Al+3].[Li+].[H-].[H-].[H-]. The catalyst is C1COCC1. The product is [Cl:1][C:2]1[CH:10]=[CH:9][C:5]([CH2:6][OH:7])=[CH:4][C:3]=1[O:11][CH3:12]. The yield is 0.710. (5) The reactants are [CH3:1][O:2][C:3]1[C:8]([NH:9][C:10](=[O:19])[O:11][CH2:12][C:13]2[CH:18]=[CH:17][CH:16]=[CH:15][CH:14]=2)=[CH:7][C:6](B2OC(C)(C)C(C)(C)O2)=[CH:5][N:4]=1.Br[C:30]1[CH:35]=[CH:34][N:33]=[C:32]([C:36]([NH:38][C:39]2[CH:44]=[CH:43][C:42]([CH:45]([CH3:47])[CH3:46])=[C:41]([CH3:48])[CH:40]=2)=[O:37])[CH:31]=1.C([O-])([O-])=O.[K+].[K+]. The catalyst is CCO.C1(C)C=CC=CC=1.O.C1C=CC([P]([Pd]([P](C2C=CC=CC=2)(C2C=CC=CC=2)C2C=CC=CC=2)([P](C2C=CC=CC=2)(C2C=CC=CC=2)C2C=CC=CC=2)[P](C2C=CC=CC=2)(C2C=CC=CC=2)C2C=CC=CC=2)(C2C=CC=CC=2)C2C=CC=CC=2)=CC=1. The product is [CH:45]([C:42]1[CH:43]=[CH:44][C:39]([NH:38][C:36]([C:32]2[CH:31]=[C:30]([C:6]3[CH:5]=[N:4][C:3]([O:2][CH3:1])=[C:8]([NH:9][C:10](=[O:19])[O:11][CH2:12][C:13]4[CH:14]=[CH:15][CH:16]=[CH:17][CH:18]=4)[CH:7]=3)[CH:35]=[CH:34][N:33]=2)=[O:37])=[CH:40][C:41]=1[CH3:48])([CH3:47])[CH3:46]. The yield is 0.900. (6) The reactants are C[O:2][C:3](=[O:24])[C@@H:4]([C:13]1[CH:18]=[CH:17][C:16]([S:19]([CH3:22])(=[O:21])=[O:20])=[C:15]([Cl:23])[CH:14]=1)[CH2:5][C@H:6]1[CH2:10][CH2:9][C:8]([F:12])([F:11])[CH2:7]1.O.[OH-].[Li+]. The catalyst is C(O)C.O. The product is [Cl:23][C:15]1[CH:14]=[C:13]([CH:4]([CH2:5][C@H:6]2[CH2:10][CH2:9][C:8]([F:12])([F:11])[CH2:7]2)[C:3]([OH:24])=[O:2])[CH:18]=[CH:17][C:16]=1[S:19]([CH3:22])(=[O:20])=[O:21]. The yield is 0.860.